Dataset: Forward reaction prediction with 1.9M reactions from USPTO patents (1976-2016). Task: Predict the product of the given reaction. (1) Given the reactants FC(F)(F)C(O)=O.[CH2:8]([O:10][C:11](=[O:16])[CH:12]([F:15])[CH2:13][NH2:14])[CH3:9].Br[CH2:18][C:19]([N:21]1[C:29]2[C:24](=[CH:25][C:26]([O:30][CH2:31][C:32]3[S:33][C:34]([C:43]([F:46])([F:45])[F:44])=[C:35]([C:37]4[CH:42]=[CH:41][CH:40]=[CH:39][CH:38]=4)[CH:36]=3)=[CH:27][CH:28]=2)[CH2:23][CH2:22]1)=[O:20].CCN(C(C)C)C(C)C, predict the reaction product. The product is: [CH2:8]([O:10][C:11](=[O:16])[CH:12]([F:15])[CH2:13][NH:14][CH2:18][C:19](=[O:20])[N:21]1[C:29]2[C:24](=[CH:25][C:26]([O:30][CH2:31][C:32]3[S:33][C:34]([C:43]([F:46])([F:44])[F:45])=[C:35]([C:37]4[CH:42]=[CH:41][CH:40]=[CH:39][CH:38]=4)[CH:36]=3)=[CH:27][CH:28]=2)[CH2:23][CH2:22]1)[CH3:9]. (2) Given the reactants [F:1][C:2]1[CH:7]=[CH:6][C:5]([NH+:8]([O-])[C:9]([N:11]2[CH:20]([C:21]3[CH:26]=[CH:25][C:24]([C:27]([F:30])([F:29])[F:28])=[CH:23][CH:22]=3)[C:19]3[N:18]=[CH:17][CH:16]=[CH:15][C:14]=3[CH2:13][CH2:12]2)=[O:10])=[CH:4][CH:3]=1.P(Cl)(Cl)([Cl:34])=O, predict the reaction product. The product is: [Cl:34][C:15]1[C:14]2[CH2:13][CH2:12][N:11]([C:9]([NH:8][C:5]3[CH:6]=[CH:7][C:2]([F:1])=[CH:3][CH:4]=3)=[O:10])[C@@H:20]([C:21]3[CH:26]=[CH:25][C:24]([C:27]([F:30])([F:29])[F:28])=[CH:23][CH:22]=3)[C:19]=2[N:18]=[CH:17][CH:16]=1. (3) Given the reactants CON(C)[C:4]([C:6]1[C:15](=[O:16])[C:14]2[C:9](=[CH:10][CH:11]=[CH:12][CH:13]=2)[N:8]([CH2:17][C:18]2[CH:23]=[CH:22][CH:21]=[C:20]([Br:24])[N:19]=2)[CH:7]=1)=[O:5], predict the reaction product. The product is: [Br:24][C:20]1[N:19]=[C:18]([CH2:17][N:8]2[C:14]3[C:9](=[CH:10][CH:11]=[CH:12][CH:13]=3)[C:4](=[O:5])[C:6]([C:15](=[O:16])[C:14]3[CH:9]=[CH:10][C:11]([C:6]([CH3:15])([CH3:7])[CH3:4])=[CH:12][CH:13]=3)=[CH:7]2)[CH:23]=[CH:22][CH:21]=1. (4) Given the reactants [Cl:1][C:2]1[C:7]([Cl:8])=[CH:6][CH:5]=[CH:4][C:3]=1[S:9]([NH:12][C:13]1[CH:18]=[CH:17][C:16](B2OC(C)(C)C(C)(C)O2)=[CH:15][CH:14]=1)(=[O:11])=[O:10].[Cl:28][C:29]1[C:30]([C:36]#[N:37])=[N:31][CH:32]=[C:33](Cl)[N:34]=1.C(=O)([O-])[O-].[Cs+].[Cs+].O1CCOCC1, predict the reaction product. The product is: [Cl:1][C:2]1[C:7]([Cl:8])=[CH:6][CH:5]=[CH:4][C:3]=1[S:9]([NH:12][C:13]1[CH:14]=[CH:15][C:16]([C:33]2[CH:32]=[N:31][C:30]([C:36]#[N:37])=[C:29]([Cl:28])[N:34]=2)=[CH:17][CH:18]=1)(=[O:10])=[O:11]. (5) Given the reactants [CH3:1][C:2]1[C:10]2[C:5](=[N:6][CH:7]=[CH:8][C:9]=2[N:11]2[CH:15]=[C:14]([C:16]3[CH:21]=[CH:20][CH:19]=[CH:18][CH:17]=3)[N:13]=[CH:12]2)[N:4](COCC[Si](C)(C)C)[CH:3]=1.[F-].C([N+](CCCC)(CCCC)CCCC)CCC, predict the reaction product. The product is: [CH3:1][C:2]1[C:10]2[C:5](=[N:6][CH:7]=[CH:8][C:9]=2[N:11]2[CH:15]=[C:14]([C:16]3[CH:17]=[CH:18][CH:19]=[CH:20][CH:21]=3)[N:13]=[CH:12]2)[NH:4][CH:3]=1. (6) Given the reactants [C:1](/[N:3]=[C:4](\[S:14][CH3:15])/[NH:5][C:6]1[CH:11]=[C:10]([Cl:12])[CH:9]=[C:8]([Cl:13])[CH:7]=1)#[N:2].[H-].[Na+].Br[CH2:19][C:20]#[N:21], predict the reaction product. The product is: [C:1](/[N:3]=[C:4](\[S:14][CH3:15])/[N:5]([CH2:19][C:20]#[N:21])[C:6]1[CH:7]=[C:8]([Cl:13])[CH:9]=[C:10]([Cl:12])[CH:11]=1)#[N:2]. (7) Given the reactants [C:1]([C:3]1[C:11]2[C:6](=[CH:7][C:8]([C:12]([O:14]C)=[O:13])=[CH:9][CH:10]=2)[NH:5][N:4]=1)#[N:2].OO.NC(N)=[O:20].[OH-].[Na+], predict the reaction product. The product is: [C:1]([C:3]1[C:11]2[C:6](=[CH:7][C:8]([C:12]([OH:14])=[O:13])=[CH:9][CH:10]=2)[NH:5][N:4]=1)(=[O:20])[NH2:2].